From a dataset of NCI-60 drug combinations with 297,098 pairs across 59 cell lines. Regression. Given two drug SMILES strings and cell line genomic features, predict the synergy score measuring deviation from expected non-interaction effect. (1) Drug 1: C1=CC(=CC=C1CCC2=CNC3=C2C(=O)NC(=N3)N)C(=O)NC(CCC(=O)O)C(=O)O. Drug 2: COC1=C2C(=CC3=C1OC=C3)C=CC(=O)O2. Cell line: SNB-19. Synergy scores: CSS=26.9, Synergy_ZIP=-6.28, Synergy_Bliss=-12.6, Synergy_Loewe=-36.9, Synergy_HSA=-13.7. (2) Drug 1: CC1C(C(=O)NC(C(=O)N2CCCC2C(=O)N(CC(=O)N(C(C(=O)O1)C(C)C)C)C)C(C)C)NC(=O)C3=C4C(=C(C=C3)C)OC5=C(C(=O)C(=C(C5=N4)C(=O)NC6C(OC(=O)C(N(C(=O)CN(C(=O)C7CCCN7C(=O)C(NC6=O)C(C)C)C)C)C(C)C)C)N)C. Drug 2: COC1=NC(=NC2=C1N=CN2C3C(C(C(O3)CO)O)O)N. Cell line: SK-MEL-28. Synergy scores: CSS=1.15, Synergy_ZIP=0.701, Synergy_Bliss=1.83, Synergy_Loewe=-3.08, Synergy_HSA=-1.71. (3) Drug 1: CS(=O)(=O)C1=CC(=C(C=C1)C(=O)NC2=CC(=C(C=C2)Cl)C3=CC=CC=N3)Cl. Drug 2: C(CCl)NC(=O)N(CCCl)N=O. Cell line: SNB-19. Synergy scores: CSS=2.22, Synergy_ZIP=-0.942, Synergy_Bliss=0.761, Synergy_Loewe=-2.67, Synergy_HSA=-1.90. (4) Cell line: HOP-92. Drug 2: CC12CCC3C(C1CCC2OP(=O)(O)O)CCC4=C3C=CC(=C4)OC(=O)N(CCCl)CCCl.[Na+]. Synergy scores: CSS=2.50, Synergy_ZIP=-0.599, Synergy_Bliss=-1.39, Synergy_Loewe=-2.27, Synergy_HSA=-2.15. Drug 1: CC1=C(C=C(C=C1)NC(=O)C2=CC=C(C=C2)CN3CCN(CC3)C)NC4=NC=CC(=N4)C5=CN=CC=C5. (5) Drug 1: C1C(C(OC1N2C=C(C(=O)NC2=O)F)CO)O. Drug 2: C1=NC2=C(N1)C(=S)N=CN2. Cell line: SNB-19. Synergy scores: CSS=24.1, Synergy_ZIP=-1.53, Synergy_Bliss=8.79, Synergy_Loewe=6.43, Synergy_HSA=8.58. (6) Drug 1: COC1=NC(=NC2=C1N=CN2C3C(C(C(O3)CO)O)O)N. Drug 2: CC1CCC2CC(C(=CC=CC=CC(CC(C(=O)C(C(C(=CC(C(=O)CC(OC(=O)C3CCCCN3C(=O)C(=O)C1(O2)O)C(C)CC4CCC(C(C4)OC)OCCO)C)C)O)OC)C)C)C)OC. Cell line: SK-MEL-28. Synergy scores: CSS=-24.8, Synergy_ZIP=2.32, Synergy_Bliss=-10.4, Synergy_Loewe=-24.3, Synergy_HSA=-24.0. (7) Synergy scores: CSS=54.9, Synergy_ZIP=2.85, Synergy_Bliss=8.18, Synergy_Loewe=-35.2, Synergy_HSA=7.08. Drug 2: CC1C(C(CC(O1)OC2CC(CC3=C2C(=C4C(=C3O)C(=O)C5=CC=CC=C5C4=O)O)(C(=O)C)O)N)O. Drug 1: CN(C)N=NC1=C(NC=N1)C(=O)N. Cell line: MALME-3M. (8) Drug 1: C1CN1P(=S)(N2CC2)N3CC3. Drug 2: CCC1(CC2CC(C3=C(CCN(C2)C1)C4=CC=CC=C4N3)(C5=C(C=C6C(=C5)C78CCN9C7C(C=CC9)(C(C(C8N6C=O)(C(=O)OC)O)OC(=O)C)CC)OC)C(=O)OC)O.OS(=O)(=O)O. Cell line: U251. Synergy scores: CSS=43.8, Synergy_ZIP=-14.7, Synergy_Bliss=-6.80, Synergy_Loewe=-15.9, Synergy_HSA=-2.81.